From a dataset of Catalyst prediction with 721,799 reactions and 888 catalyst types from USPTO. Predict which catalyst facilitates the given reaction. (1) Product: [CH3:1][O:2][C:3]([C:5]1[CH:10]([C:11]2[CH:16]=[CH:15][C:14]([C:17]#[N:18])=[CH:13][C:12]=2[CH2:19][Br:37])[N:9]2[C:21](=[O:24])[NH:22][N:23]=[C:8]2[N:7]([C:25]2[CH:30]=[CH:29][CH:28]=[C:27]([C:31]([F:34])([F:33])[F:32])[CH:26]=2)[C:6]=1[CH3:35])=[O:4]. Reactant: [CH3:1][O:2][C:3]([C:5]1[CH:10]([C:11]2[CH:16]=[CH:15][C:14]([C:17]#[N:18])=[CH:13][C:12]=2[CH2:19]O)[N:9]2[C:21](=[O:24])[NH:22][N:23]=[C:8]2[N:7]([C:25]2[CH:30]=[CH:29][CH:28]=[C:27]([C:31]([F:34])([F:33])[F:32])[CH:26]=2)[C:6]=1[CH3:35])=[O:4].C(Br)(Br)(Br)[Br:37].C1(P(C2C=CC=CC=2)C2C=CC=CC=2)C=CC=CC=1. The catalyst class is: 2. (2) Reactant: [CH3:1][C:2]1[C:6]([C:7]2[CH:8]=[C:9]3[N:15]([CH:16]([C:22]4[CH:27]=[CH:26][CH:25]=[CH:24][CH:23]=4)[C:17]([O:19]CC)=[O:18])[CH:14]=[C:13]([C:28]4[CH:29]=[N:30][N:31]([CH3:33])[CH:32]=4)[C:10]3=[N:11][CH:12]=2)=[C:5]([CH3:34])[O:4][N:3]=1.C(=O)([O-])[O-].[K+].[K+].Cl. Product: [CH3:1][C:2]1[C:6]([C:7]2[CH:8]=[C:9]3[N:15]([CH:16]([C:22]4[CH:27]=[CH:26][CH:25]=[CH:24][CH:23]=4)[C:17]([OH:19])=[O:18])[CH:14]=[C:13]([C:28]4[CH:29]=[N:30][N:31]([CH3:33])[CH:32]=4)[C:10]3=[N:11][CH:12]=2)=[C:5]([CH3:34])[O:4][N:3]=1. The catalyst class is: 20. (3) Product: [S:2]([OH:5])([O:25][C:22]1[CH:23]=[CH:24][C:19]2[C:18]3[C:17]([O:26][CH3:27])=[C:16]([O:28][CH3:29])[C:15]([O:30][CH3:31])=[CH:14][C:13]=3[CH2:12][CH2:11][C@H:10]([NH:9][C:7](=[O:8])[CH3:6])[C:20]=2[CH:21]=1)(=[O:4])=[O:3]. Reactant: Cl[S:2]([OH:5])(=[O:4])=[O:3].[CH3:6][C:7]([NH:9][CH:10]1[C:20]2[CH:21]=[C:22]([OH:25])[CH:23]=[CH:24][C:19]=2[C:18]2[C:13](=[CH:14][C:15]([O:30][CH3:31])=[C:16]([O:28][CH3:29])[C:17]=2[O:26][CH3:27])[CH2:12][CH2:11]1)=[O:8].O.C(=O)([O-])O.[Na+]. The catalyst class is: 17. (4) Reactant: Cl[C:2]1[CH:7]=[C:6]([Cl:8])[N:5]=[C:4]([S:9][CH3:10])[N:3]=1.Cl.[NH:12]1[CH2:17][CH2:16][CH:15]([C:18]2[C:26]3[C:21](=[N:22][CH:23]=[CH:24][CH:25]=3)[NH:20][N:19]=2)[CH2:14][CH2:13]1. Product: [Cl:8][C:6]1[N:5]=[C:4]([S:9][CH3:10])[N:3]=[C:2]([N:12]2[CH2:13][CH2:14][CH:15]([C:18]3[C:26]4[C:21](=[N:22][CH:23]=[CH:24][CH:25]=4)[NH:20][N:19]=3)[CH2:16][CH2:17]2)[CH:7]=1. The catalyst class is: 191. (5) Reactant: [NH:1]1[CH2:6][CH2:5][CH2:4][CH:3]([N:7]2[C:11]3=[N:12][CH:13]=[N:14][C:15]([NH2:16])=[C:10]3[CH:9]=[N:8]2)[CH2:2]1.[Cl:17][C:18]1[CH:19]=[C:20]([NH:25][CH2:26][C:27](O)=[O:28])[CH:21]=[C:22]([Cl:24])[CH:23]=1.CN(C(ON1N=NC2C=CC=CC1=2)=[N+](C)C)C.F[P-](F)(F)(F)(F)F.CCN(C(C)C)C(C)C. Product: [NH2:16][C:15]1[N:14]=[CH:13][N:12]=[C:11]2[N:7]([CH:3]3[CH2:4][CH2:5][CH2:6][N:1]([C:27](=[O:28])[CH2:26][NH:25][C:20]4[CH:19]=[C:18]([Cl:17])[CH:23]=[C:22]([Cl:24])[CH:21]=4)[CH2:2]3)[N:8]=[CH:9][C:10]=12. The catalyst class is: 1.